From a dataset of Forward reaction prediction with 1.9M reactions from USPTO patents (1976-2016). Predict the product of the given reaction. Given the reactants Cl[C:2]1[NH:3][C:4]([C:13]2[C:14]([F:19])=[N:15][CH:16]=[CH:17][CH:18]=2)=[C:5]([CH3:12])[C:6]=1[C:7]([O:9][CH2:10][CH3:11])=[O:8].C(N(CC)CC)C, predict the reaction product. The product is: [F:19][C:14]1[C:13]([C:4]2[NH:3][CH:2]=[C:6]([C:7]([O:9][CH2:10][CH3:11])=[O:8])[C:5]=2[CH3:12])=[CH:18][CH:17]=[CH:16][N:15]=1.